From a dataset of NCI-60 drug combinations with 297,098 pairs across 59 cell lines. Regression. Given two drug SMILES strings and cell line genomic features, predict the synergy score measuring deviation from expected non-interaction effect. (1) Drug 1: CNC(=O)C1=NC=CC(=C1)OC2=CC=C(C=C2)NC(=O)NC3=CC(=C(C=C3)Cl)C(F)(F)F. Drug 2: CN(CCCl)CCCl.Cl. Cell line: CCRF-CEM. Synergy scores: CSS=67.7, Synergy_ZIP=-4.19, Synergy_Bliss=-4.04, Synergy_Loewe=-33.5, Synergy_HSA=-1.68. (2) Drug 1: C1CN1P(=S)(N2CC2)N3CC3. Drug 2: C1CN1C2=NC(=NC(=N2)N3CC3)N4CC4. Cell line: OVCAR-8. Synergy scores: CSS=27.9, Synergy_ZIP=-7.56, Synergy_Bliss=-1.83, Synergy_Loewe=-5.84, Synergy_HSA=1.97.